Dataset: Reaction yield outcomes from USPTO patents with 853,638 reactions. Task: Predict the reaction yield, written as a fraction of the theoretical maximum amount of product (1.0 means a 100% yield; for example, 0.34 means a 34% yield). (1) The reactants are [CH3:1][O:2][C:3]1[CH:4]=[C:5]2[C:10](=[CH:11][CH:12]=1)[CH:9]=[C:8]([C@H:13]([CH3:17])[C:14]([OH:16])=[O:15])[CH:7]=[CH:6]2.[OH:18][CH2:19][CH2:20][N:21]([CH2:32][CH2:33]O)[S:22]([C:25]1[CH:30]=[CH:29][C:28]([CH3:31])=[CH:27][CH:26]=1)(=[O:24])=[O:23].Cl.CN(C)CCCN=C=NCC. The catalyst is CN(C1C=CN=CC=1)C.C(Cl)Cl.CN(C=O)C. The product is [CH3:1][O:2][C:3]1[CH:4]=[C:5]2[C:10](=[CH:11][CH:12]=1)[CH:9]=[C:8]([C@H:13]([CH3:17])[C:14]([O:16][CH2:33][CH2:32][N:21]([CH2:20][CH2:19][OH:18])[S:22]([C:25]1[CH:30]=[CH:29][C:28]([CH3:31])=[CH:27][CH:26]=1)(=[O:24])=[O:23])=[O:15])[CH:7]=[CH:6]2. The yield is 0.700. (2) The reactants are [F:1][C:2]1[CH:3]=[C:4]([CH:7]=[C:8]([F:11])[C:9]=1[F:10])[NH:5][CH3:6].Br.Br[CH:14]([C:16]1[CH:17]=[C:18]([C:33]([N:35]([CH3:37])[CH3:36])=[O:34])[CH:19]=[C:20]2[C:25]=1[O:24][C:23]([N:26]1[CH2:31][CH2:30][O:29][CH2:28][CH2:27]1)=[CH:22][C:21]2=[O:32])[CH3:15]. No catalyst specified. The product is [CH3:36][N:35]([CH3:37])[C:33]([C:18]1[CH:19]=[C:20]2[C:25](=[C:16]([CH:14]([N:5]([CH3:6])[C:4]3[CH:7]=[C:8]([F:11])[C:9]([F:10])=[C:2]([F:1])[CH:3]=3)[CH3:15])[CH:17]=1)[O:24][C:23]([N:26]1[CH2:31][CH2:30][O:29][CH2:28][CH2:27]1)=[CH:22][C:21]2=[O:32])=[O:34]. The yield is 0.361. (3) The reactants are [Cl:1][C:2]1[CH:3]=[C:4]([NH2:21])[C:5]([NH2:20])=[CH:6][C:7]=1[O:8][C:9]1[CH:14]=[CH:13][C:12]([C:15]([F:18])([F:17])[F:16])=[CH:11][C:10]=1[Cl:19].[F:22][C:23]([F:31])([F:30])[C:24]([F:29])([F:28])[C:25](O)=O. No catalyst specified. The product is [Cl:1][C:2]1[C:7]([O:8][C:9]2[CH:14]=[CH:13][C:12]([C:15]([F:18])([F:16])[F:17])=[CH:11][C:10]=2[Cl:19])=[CH:6][C:5]2[NH:20][C:25]([C:24]([F:29])([F:28])[C:23]([F:31])([F:30])[F:22])=[N:21][C:4]=2[CH:3]=1. The yield is 0.550. (4) The reactants are Cl.[CH:2]1([C:5]2[C:10]3[CH2:11][O:12][C@@H:13]4[C@H:17]([C:9]=3[CH:8]=[CH:7][CH:6]=2)[CH2:16][N:15](C(OC(C)(C)C)=O)[CH2:14]4)[CH2:4][CH2:3]1.CO. The catalyst is O1CCOCC1. The product is [CH:2]1([C:5]2[C:10]3[CH2:11][O:12][C@@H:13]4[C@H:17]([C:9]=3[CH:8]=[CH:7][CH:6]=2)[CH2:16][NH:15][CH2:14]4)[CH2:4][CH2:3]1. The yield is 0.850.